This data is from Catalyst prediction with 721,799 reactions and 888 catalyst types from USPTO. The task is: Predict which catalyst facilitates the given reaction. (1) Reactant: [Cl:1][C:2]1[CH:3]=[CH:4][C:5]([OH:28])=[C:6]([CH:27]=1)/[CH:7]=[C:8]1/[C:9](=[O:26])[N:10]([S:16]([C:19]2[CH:24]=[CH:23][C:22]([Cl:25])=[CH:21][CH:20]=2)(=[O:18])=[O:17])[CH2:11][C:12](=[O:15])[NH:13][CH2:14]/1.ClC1C=CC(S(N)(=O)=O)=CC=1.C(=O)([O-])O.[Na+].[I-].[Na+].Br[CH2:48][C:49]([O:51][C:52]([CH3:55])([CH3:54])[CH3:53])=[O:50]. Product: [C:52]([O:51][C:49](=[O:50])[CH2:48][O:28][C:5]1[CH:4]=[CH:3][C:2]([Cl:1])=[CH:27][C:6]=1/[CH:7]=[C:8]1\[CH2:14][NH:13][C:12](=[O:15])[CH2:11][N:10]([S:16]([C:19]2[CH:24]=[CH:23][C:22]([Cl:25])=[CH:21][CH:20]=2)(=[O:18])=[O:17])[C:9]\1=[O:26])([CH3:55])([CH3:54])[CH3:53]. The catalyst class is: 42. (2) Reactant: [C:1]([OH:5])(=O)[CH:2]=[CH2:3].[Cl:6][C:7]1[CH:15]=[C:14]2[C:10]([C:11]([NH:16][CH:17]3[CH2:22][CH2:21][NH:20][CH2:19][CH2:18]3)=[N:12][NH:13]2)=[CH:9][C:8]=1[C:23]1[CH:28]=[CH:27][CH:26]=[CH:25][C:24]=1[Cl:29].C1C=CC2N(O)N=NC=2C=1.CCN=C=NCCCN(C)C. Product: [Cl:6][C:7]1[CH:15]=[C:14]2[C:10]([C:11]([NH:16][CH:17]3[CH2:22][CH2:21][N:20]([C:1](=[O:5])[CH:2]=[CH2:3])[CH2:19][CH2:18]3)=[N:12][NH:13]2)=[CH:9][C:8]=1[C:23]1[CH:28]=[CH:27][CH:26]=[CH:25][C:24]=1[Cl:29]. The catalyst class is: 3. (3) Reactant: [C:1]12([C:11]3[CH:16]=[CH:15][C:14]([OH:17])=[C:13]([Br:18])[CH:12]=3)[CH2:10][CH:5]3[CH2:6][CH:7]([CH2:9][CH:3]([CH2:4]3)[CH2:2]1)[CH2:8]2.F[B-](F)(F)F.[O:24]=[N+:25]=[O:26]. Product: [C:1]12([C:11]3[CH:16]=[C:15]([N+:25]([O-:26])=[O:24])[C:14]([OH:17])=[C:13]([Br:18])[CH:12]=3)[CH2:2][CH:3]3[CH2:9][CH:7]([CH2:6][CH:5]([CH2:4]3)[CH2:10]1)[CH2:8]2. The catalyst class is: 4. (4) Reactant: [F:1][C:2]1[CH:7]=[CH:6][CH:5]=[C:4]([O:8][CH2:9][CH2:10][CH2:11][CH2:12][CH2:13][CH3:14])[C:3]=1[F:15].C([Li])(CC)C.[O:21]1[C:25]2([CH2:30][CH2:29][C:28](=O)[CH2:27][CH2:26]2)[O:24][CH2:23][CH2:22]1.[Cl-].[NH4+]. Product: [F:1][C:2]1[C:3]([F:15])=[C:4]([O:8][CH2:9][CH2:10][CH2:11][CH2:12][CH2:13][CH3:14])[CH:5]=[CH:6][C:7]=1[CH:28]1[CH2:29][CH2:30][C:25]2([O:24][CH2:23][CH2:22][O:21]2)[CH2:26][CH2:27]1. The catalyst class is: 476. (5) Reactant: [Br-].[NH2:2][C:3]1[C:8]([CH2:9][P+](C2C=CC=CC=2)(C2C=CC=CC=2)C2C=CC=CC=2)=[C:7]([Cl:29])[C:6]([C:30]#[N:31])=[CH:5][CH:4]=1.CN(C(ON1N=NC2C=CC=NC1=2)=[N+](C)C)C.F[P-](F)(F)(F)(F)F.C(N(C(C)C)CC)(C)C.[F:65][C:66]([F:73])([F:72])[CH2:67][CH2:68][C:69](O)=O. Product: [Cl:29][C:7]1[C:6]([C:30]#[N:31])=[CH:5][CH:4]=[C:3]2[C:8]=1[CH:9]=[C:69]([CH2:68][CH2:67][C:66]([F:73])([F:72])[F:65])[NH:2]2. The catalyst class is: 634. (6) Reactant: [OH:1][CH2:2][CH2:3][CH2:4][N:5]1[CH2:10][CH2:9][NH:8][CH2:7][C:6]1=[O:11].[CH2:12]=O. Product: [OH:1][CH2:2][CH2:3][CH2:4][N:5]1[CH2:10][CH2:9][N:8]([CH3:12])[CH2:7][C:6]1=[O:11]. The catalyst class is: 106. (7) The catalyst class is: 8. Reactant: [NH:1]1[CH2:6][CH2:5][C:4]2([O:11][C:10]3[C:12]4[C:17]([C:18](=[O:21])[C:19](=[O:20])[C:9]=3[S:8][CH2:7]2)=[CH:16][CH:15]=[CH:14][CH:13]=4)[CH2:3][CH2:2]1.[C:22]([C:26]1[CH:36]=[CH:35][C:29]([O:30][CH2:31][C@@H:32]2[CH2:34][O:33]2)=[CH:28][CH:27]=1)([CH3:25])([CH3:24])[CH3:23]. Product: [C:22]([C:26]1[CH:36]=[CH:35][C:29]([O:30][CH2:31][C@@H:32]([OH:33])[CH2:34][N:1]2[CH2:2][CH2:3][C:4]3([O:11][C:10]4[C:12]5[C:17]([C:18](=[O:21])[C:19](=[O:20])[C:9]=4[S:8][CH2:7]3)=[CH:16][CH:15]=[CH:14][CH:13]=5)[CH2:5][CH2:6]2)=[CH:28][CH:27]=1)([CH3:23])([CH3:24])[CH3:25]. (8) Reactant: [Br:1][C:2]1[CH:3]=[C:4]([CH2:8][C:9]([OH:11])=[O:10])[CH:5]=[CH:6][CH:7]=1.[Br:12]N1C(=O)CCC1=O. Product: [Br:12][CH:8]([C:4]1[CH:5]=[CH:6][CH:7]=[C:2]([Br:1])[CH:3]=1)[C:9]([OH:11])=[O:10]. The catalyst class is: 53.